This data is from Forward reaction prediction with 1.9M reactions from USPTO patents (1976-2016). The task is: Predict the product of the given reaction. (1) Given the reactants [NH2:1][C:2]1[N:6]([C:7]2[CH:12]=[C:11]([C:13](=[O:18])[NH:14][CH:15]3[CH2:17][CH2:16]3)[CH:10]=[CH:9][C:8]=2[CH3:19])[N:5]=[CH:4][C:3]=1[C:20]([OH:22])=O.[CH3:23][CH:24]1[CH2:29][CH2:28][CH2:27][CH2:26][CH:25]1[NH2:30].CCN=C=NCCCN(C)C.C1C=CC2N(O)N=NC=2C=1, predict the reaction product. The product is: [CH3:23][CH:24]1[CH2:29][CH2:28][CH2:27][CH2:26][CH:25]1[NH:30][C:20]([C:3]1[CH:4]=[N:5][N:6]([C:7]2[CH:12]=[C:11]([C:13](=[O:18])[NH:14][CH:15]3[CH2:17][CH2:16]3)[CH:10]=[CH:9][C:8]=2[CH3:19])[C:2]=1[NH2:1])=[O:22]. (2) Given the reactants [F:1][C:2]1[C:3](=O)[NH:4][C:5](=[O:14])[N:6]([C@H:8]2[CH2:11][C@@H:10]([CH2:12][OH:13])[CH2:9]2)[CH:7]=1.C[N:17]1CCCC1.Cl[Si](C)(C)C.FC(F)(F)C(OC(=O)C(F)(F)F)=O.[N+](C1C=CC(O)=CC=1)([O-])=O.C(=O)(O)[O-].[Na+], predict the reaction product. The product is: [F:1][C:2]1[C:3]([NH2:17])=[N:4][C:5](=[O:14])[N:6]([C@H:8]2[CH2:11][C@@H:10]([CH2:12][OH:13])[CH2:9]2)[CH:7]=1.